Dataset: Full USPTO retrosynthesis dataset with 1.9M reactions from patents (1976-2016). Task: Predict the reactants needed to synthesize the given product. (1) Given the product [Cl:62][C:63]1[C:64]([N:69]2[CH2:70][CH2:71][N:72]([C:17]([CH:14]3[CH2:13][CH2:12][C:10]4([O:9][N:8]=[C:7]([C:1]5[CH:6]=[CH:5][CH:4]=[CH:3][CH:2]=5)[CH2:11]4)[CH2:16][CH2:15]3)=[O:18])[CH2:73][CH2:74]2)=[N:65][CH:66]=[CH:67][CH:68]=1, predict the reactants needed to synthesize it. The reactants are: [C:1]1([C:7]2[CH2:11][C:10]3([CH2:16][CH2:15][CH:14]([C:17](O)=[O:18])[CH2:13][CH2:12]3)[O:9][N:8]=2)[CH:6]=[CH:5][CH:4]=[CH:3][CH:2]=1.C(N(C(C)C)C(C)C)C.O.ON1C2C=CC=CC=2N=N1.F[B-](F)(F)F.N1(OC(N(C)C)=[N+](C)C)C2C=CC=CC=2N=N1.[Cl:62][C:63]1[C:64]([N:69]2[CH2:74][CH2:73][NH:72][CH2:71][CH2:70]2)=[N:65][CH:66]=[CH:67][CH:68]=1. (2) The reactants are: [O-:1][CH2:2][CH3:3].[Na+].[CH2:5]([O:7][C:8]([C:10]1[N:11]=[N:12][C:13](Cl)=[CH:14][C:15]=1Cl)=[O:9])[CH3:6].Cl.C([O-])(O)=O.[Na+].C1C[O:27][CH2:26][CH2:25]1. Given the product [CH2:5]([O:7][C:8]([C:10]1[N:11]=[N:12][C:13]([O:27][CH2:26][CH3:25])=[CH:14][C:15]=1[O:1][CH2:2][CH3:3])=[O:9])[CH3:6], predict the reactants needed to synthesize it.